Dataset: Forward reaction prediction with 1.9M reactions from USPTO patents (1976-2016). Task: Predict the product of the given reaction. (1) Given the reactants [Cl:1][C:2]1[CH:3]=[N:4][C:5]2[N:6]([N:8]=[C:9]([C:11]([OH:13])=O)[CH:10]=2)[CH:7]=1.[F:14][C:15]1[CH:16]=[CH:17][CH:18]=[C:19]2[C:24]=1[N:23]([CH3:25])[NH:22][CH2:21][CH2:20]2, predict the reaction product. The product is: [F:14][C:15]1[CH:16]=[CH:17][CH:18]=[C:19]2[C:24]=1[N:23]([CH3:25])[N:22]([C:11]([C:9]1[CH:10]=[C:5]3[N:4]=[CH:3][C:2]([Cl:1])=[CH:7][N:6]3[N:8]=1)=[O:13])[CH2:21][CH2:20]2. (2) Given the reactants [C:1]([N:8]1[C@@H:17](C(O)=O)[CH2:16][C:15]2[C:10](=[CH:11][CH:12]=[CH:13][CH:14]=2)[CH2:9]1)([O:3][C:4]([CH3:7])([CH3:6])[CH3:5])=[O:2].C[C@@H](O)[C@@H]1NC(=O)[C@H](CCN)NC(=O)[C@H](CCN)NC(=O)[C@H](CC(C)C)NC(=O)[C@@H](CC2C=CC=CC=2)NC(=O)[C@H](CCN)NC(=O)[C@@H](NC([C@@H](N)CCN)=O)CCN[C:24]1=[O:25].OS(O)(=O)=O.CN(C(ON1N=NC2C=CC=NC1=2)=[N+](C)C)C.F[P-](F)(F)(F)(F)F.C(N(CC)C(C)C)(C)C.[CH3:120][C:121]([CH3:141])=[CH:122][CH2:123][CH2:124]/[C:125](/[CH3:140])=[CH:126]/[CH2:127][CH2:128]/[C:129](/[CH3:139])=[CH:130]/[CH2:131][S:132][CH2:133][C@H:134]([NH2:138])[C:135]([OH:137])=[O:136], predict the reaction product. The product is: [C:4]([O:3][C:1]([N:8]1[C@@H:17]([C:24]([NH:138][C@@H:134]([CH2:133][S:132][CH2:131]/[CH:130]=[C:129](\[CH3:139])/[CH2:128][CH2:127]/[CH:126]=[C:125](\[CH3:140])/[CH2:124][CH2:123][CH:122]=[C:121]([CH3:141])[CH3:120])[C:135]([OH:137])=[O:136])=[O:25])[CH2:16][C:15]2[C:10](=[CH:11][CH:12]=[CH:13][CH:14]=2)[CH2:9]1)=[O:2])([CH3:5])([CH3:7])[CH3:6]. (3) Given the reactants [CH2:1]([C:4]1[O:5][C:6]2[C:12]([CH2:13][OH:14])=[CH:11][C:10]([O:15][C:16]([F:19])([F:18])[F:17])=[CH:9][C:7]=2[CH:8]=1)[CH2:2]C.[F:20][C:21]1[C:22](O)=[CH:23][C:24]([CH2:34][CH:35]([CH3:37])[CH3:36])=[C:25]([CH2:27][CH2:28][C:29]([O:31]CC)=[O:30])[CH:26]=1, predict the reaction product. The product is: [CH2:1]([C:4]1[O:5][C:6]2[C:12]([CH2:13][O:14][C:22]3[C:21]([F:20])=[CH:26][C:25]([CH2:27][CH2:28][C:29]([OH:31])=[O:30])=[C:24]([CH2:34][CH:35]([CH3:37])[CH3:36])[CH:23]=3)=[CH:11][C:10]([O:15][C:16]([F:17])([F:18])[F:19])=[CH:9][C:7]=2[CH:8]=1)[CH3:2]. (4) Given the reactants Br[C:2]1[N:6]2[C:7]3[CH:19]=[CH:18][CH:17]=[N:16][C:8]=3[NH:9][C:10]3[CH:15]=[CH:14][CH:13]=[CH:12][C:11]=3[C:5]2=[N:4][C:3]=1[C:20]1[CH:25]=[CH:24][CH:23]=[CH:22][CH:21]=1.[CH3:26][C:27]([NH:44][C:45](=[O:51])[O:46][C:47]([CH3:50])([CH3:49])[CH3:48])([C:29]1[CH:34]=[CH:33][C:32](B2OC(C)(C)C(C)(C)O2)=[CH:31][CH:30]=1)[CH3:28].P([O-])([O-])([O-])=O.[K+].[K+].[K+], predict the reaction product. The product is: [CH3:28][C:27]([NH:44][C:45](=[O:51])[O:46][C:47]([CH3:48])([CH3:49])[CH3:50])([C:29]1[CH:30]=[CH:31][C:32]([C:2]2[N:6]3[C:7]4[CH:19]=[CH:18][CH:17]=[N:16][C:8]=4[NH:9][C:10]4[CH:15]=[CH:14][CH:13]=[CH:12][C:11]=4[C:5]3=[N:4][C:3]=2[C:20]2[CH:21]=[CH:22][CH:23]=[CH:24][CH:25]=2)=[CH:33][CH:34]=1)[CH3:26].